From a dataset of Reaction yield outcomes from USPTO patents with 853,638 reactions. Predict the reaction yield, written as a fraction of the theoretical maximum amount of product (1.0 means a 100% yield; for example, 0.34 means a 34% yield). The reactants are [OH:1][C:2]1[CH:7]=[CH:6][C:5](B(O)O)=[CH:4][CH:3]=1.O.O.O.O.O.O.O.O.O.O.C(=O)([O-])[O-].[Na+].[Na+].Br[C:28]1[CH:29]=[N:30][C:31]([C:34]2[CH:39]=[CH:38][C:37]([CH2:40][C@H:41]([NH:54][C:55](=[O:66])[C:56]3[CH:61]=[CH:60][C:59]([C:62]([CH3:65])([CH3:64])[CH3:63])=[CH:58][CH:57]=3)[C:42]([NH:44][C@@H:45]([C:47]([O:49][C:50]([CH3:53])([CH3:52])[CH3:51])=[O:48])[CH3:46])=[O:43])=[CH:36][CH:35]=2)=[N:32][CH:33]=1.C1COCC1. The catalyst is C1C=CC(P(C2C=CC=CC=2)[C-]2C=CC=C2)=CC=1.C1C=CC(P(C2C=CC=CC=2)[C-]2C=CC=C2)=CC=1.Cl[Pd]Cl.[Fe+2].O.CC#N. The product is [C:62]([C:59]1[CH:58]=[CH:57][C:56]([C:55]([NH:54][C@@H:41]([CH2:40][C:37]2[CH:36]=[CH:35][C:34]([C:31]3[N:30]=[CH:29][C:28]([C:5]4[CH:6]=[CH:7][C:2]([OH:1])=[CH:3][CH:4]=4)=[CH:33][N:32]=3)=[CH:39][CH:38]=2)[C:42]([NH:44][C@@H:45]([C:47]([O:49][C:50]([CH3:53])([CH3:51])[CH3:52])=[O:48])[CH3:46])=[O:43])=[O:66])=[CH:61][CH:60]=1)([CH3:63])([CH3:64])[CH3:65]. The yield is 0.830.